Dataset: Blood-brain barrier permeability regression values from the B3DB database. Task: Regression/Classification. Given a drug SMILES string, predict its absorption, distribution, metabolism, or excretion properties. Task type varies by dataset: regression for continuous measurements (e.g., permeability, clearance, half-life) or binary classification for categorical outcomes (e.g., BBB penetration, CYP inhibition). For this dataset (b3db_regression), we predict Y. (1) The compound is C1=CC=NC(=C1)NS(=O)(=O)C2=CC=C(C=C2)N=NC3=CC(=C(C=C3)O)C(=O)O. The Y is -2.69 log(BB ratio). (2) The drug is CCCCCCCCC1(C(=O)NC(=O)NC1=O)CC. The Y is 0.240 log(BB ratio). (3) The molecule is COC1=CC=CC=C1CNC2CCCNC2C3=CC=CC=C3. The Y is 0.870 log(BB ratio). (4) The drug is CN1C2CCCC1CC(C2)NC(=O)C3=NN(C4=CC=CC=C43)C. The Y is -0.690 log(BB ratio). (5) The drug is COC1=C(C=CC(=C1)N2C=NC3=C(C2=O)SC(=C3)C4=CC=C(C=C4)Cl)OCCN5CCCC5. The Y is 0.780 log(BB ratio). (6) The compound is COCCCC/C(=N/OCCN)/C1=CC=C(C=C1)C(F)(F)F. The Y is 0.790 log(BB ratio). (7) The molecule is CC1=C2C(C(=O)C3(C(CC4C(C3C(C(C2(C)C)(CC1OC(=O)C(C(C5=CC=CC=C5)NC(=O)C6=CC=CC=C6)O)O)OC(=O)C7=CC=CC=C7)(CO4)OC(=O)C)O)C)OC(=O)C. The Y is -0.300 log(BB ratio).